Dataset: Reaction yield outcomes from USPTO patents with 853,638 reactions. Task: Predict the reaction yield, written as a fraction of the theoretical maximum amount of product (1.0 means a 100% yield; for example, 0.34 means a 34% yield). (1) The reactants are [Br:1][C:2]1[CH:3]=[N:4][N:5]([CH3:23])[C:6]=1[C:7]1[CH:8]=[C:9]([NH2:22])[CH:10]=[CH:11][C:12]=1[O:13][CH2:14][CH2:15][N:16]1[CH2:19][CH:18]([O:20][CH3:21])[CH2:17]1.N1C=CC=CC=1.[C:30](Cl)(=[O:35])[CH2:31][CH:32]([CH3:34])[CH3:33]. The catalyst is C(Cl)Cl. The product is [Br:1][C:2]1[CH:3]=[N:4][N:5]([CH3:23])[C:6]=1[C:7]1[CH:8]=[C:9]([NH:22][C:30](=[O:35])[CH2:31][CH:32]([CH3:34])[CH3:33])[CH:10]=[CH:11][C:12]=1[O:13][CH2:14][CH2:15][N:16]1[CH2:17][CH:18]([O:20][CH3:21])[CH2:19]1. The yield is 0.730. (2) The reactants are [NH2:1][C:2]1[NH:6][N:5]=[C:4]([CH3:7])[C:3]=1[C:8]1[CH:13]=[CH:12][C:11]([O:14][CH2:15][CH:16]2[CH2:21][CH2:20][N:19](C(OC(C)(C)C)=O)[CH2:18][CH2:17]2)=[C:10]([O:29][CH3:30])[CH:9]=1.[OH:31][C:32]1[CH:39]=[CH:38][C:35]([CH:36]=O)=[CH:34][CH:33]=1.[C:40]([OH:46])([C:42]([F:45])([F:44])[F:43])=[O:41]. The catalyst is CN(C=O)C. The product is [F:43][C:42]([F:45])([F:44])[C:40]([OH:46])=[O:41].[CH3:7][C:4]1[C:3]2[C:8]3[CH:9]=[C:10]([O:29][CH3:30])[C:11]([O:14][CH2:15][CH:16]4[CH2:17][CH2:18][NH:19][CH2:20][CH2:21]4)=[CH:12][C:13]=3[C:36]([C:35]3[CH:38]=[CH:39][C:32]([OH:31])=[CH:33][CH:34]=3)=[N:1][C:2]=2[NH:6][N:5]=1. The yield is 0.200. (3) The reactants are [CH3:1][O:2][C:3](=[O:17])[CH2:4][CH2:5][C:6]1[CH:11]=[CH:10][C:9]([CH2:12][N:13]=[N+]=[N-])=[CH:8][C:7]=1[CH3:16].[H][H]. The catalyst is CCO.[Pd]. The product is [CH3:1][O:2][C:3](=[O:17])[CH2:4][CH2:5][C:6]1[CH:11]=[CH:10][C:9]([CH2:12][NH2:13])=[CH:8][C:7]=1[CH3:16]. The yield is 0.780. (4) The reactants are Cl[C:2]1[N:7]=[C:6]([NH:8][C:9]2[CH:10]=[CH:11][C:12]3[O:16][C:15](=[O:17])[NH:14][C:13]=3[CH:18]=2)[C:5]([CH3:19])=[CH:4][N:3]=1.[CH3:20][N:21]1[CH2:26][CH2:25][N:24]([C:27]2[N:32]=[CH:31][C:30]([NH2:33])=[CH:29][CH:28]=2)[CH2:23][CH2:22]1.C(O)(C(F)(F)F)=O. The catalyst is CC(O)C. The product is [O:16]1[C:12]2[CH:11]=[CH:10][C:9]([NH:8][C:6]3[C:5]([CH3:19])=[CH:4][N:3]=[C:2]([NH:33][C:30]4[CH:29]=[CH:28][C:27]([N:24]5[CH2:25][CH2:26][N:21]([CH3:20])[CH2:22][CH2:23]5)=[N:32][CH:31]=4)[N:7]=3)=[CH:18][C:13]=2[NH:14][C:15]1=[O:17]. The yield is 0.530. (5) The reactants are [O:1]=[C:2]([CH2:10][CH2:11][CH2:12][CH2:13][C:14]1[CH:23]=[CH:22][C:21]2[CH2:20][CH2:19][CH2:18][NH:17][C:16]=2[N:15]=1)[CH2:3]P(=O)(OC)OC.[F:24][CH:25]([F:35])[O:26][C:27]1[CH:34]=[CH:33][C:30]([CH:31]=O)=[CH:29][N:28]=1.[Li+].[Cl-].C1CCN2C(=NCCC2)CC1. The catalyst is CC#N. The product is [F:35][CH:25]([F:24])[O:26][C:27]1[N:28]=[CH:29][C:30](/[CH:31]=[CH:3]/[C:2](=[O:1])[CH2:10][CH2:11][CH2:12][CH2:13][C:14]2[CH:23]=[CH:22][C:21]3[CH2:20][CH2:19][CH2:18][NH:17][C:16]=3[N:15]=2)=[CH:33][CH:34]=1. The yield is 0.710.